This data is from Reaction yield outcomes from USPTO patents with 853,638 reactions. The task is: Predict the reaction yield, written as a fraction of the theoretical maximum amount of product (1.0 means a 100% yield; for example, 0.34 means a 34% yield). (1) The reactants are [CH:1]12[CH2:11][CH:8]([CH:9]=[CH:10]1)[CH:7]1[CH:2]2[C:3](=[O:13])[CH:4]=[CH:5][C:6]1=[O:12].C([O-])(O)=[O:15].[Na+].OO.O. The catalyst is CC(C)=O. The product is [O:15]1[CH:4]2[CH:5]1[C:6](=[O:12])[CH:7]1[CH:2]([C:3]2=[O:13])[CH:1]2[CH2:11][CH:8]1[CH:9]=[CH:10]2. The yield is 0.984. (2) The reactants are [CH3:1][C:2]1[S:10][C:9]2[CH2:8][CH2:7][N:6]=[C:5]([CH3:11])[C:4]=2[CH:3]=1.C(O[BH-](OC(=O)C)OC(=O)C)(=O)C.[Na+]. No catalyst specified. The product is [CH3:1][C:2]1[S:10][C:9]2[CH2:8][CH2:7][NH:6][CH:5]([CH3:11])[C:4]=2[CH:3]=1. The yield is 0.140.